From a dataset of Catalyst prediction with 721,799 reactions and 888 catalyst types from USPTO. Predict which catalyst facilitates the given reaction. (1) Reactant: CC(C)(C)C([O:5][CH2:6][C@@H:7]([NH:22][C:23]([O:25][C:26]([CH3:29])([CH3:28])[CH3:27])=[O:24])[C@H:8]([C:12]1[CH:17]=[CH:16][C:15]([C:18]([F:21])([F:20])[F:19])=[CH:14][CH:13]=1)[CH2:9][S:10][CH3:11])=O.[Li+].[B-](CC)(CC)CC. Product: [OH:5][CH2:6][C@@H:7]([NH:22][C:23](=[O:24])[O:25][C:26]([CH3:28])([CH3:27])[CH3:29])[C@H:8]([C:12]1[CH:13]=[CH:14][C:15]([C:18]([F:21])([F:20])[F:19])=[CH:16][CH:17]=1)[CH2:9][S:10][CH3:11]. The catalyst class is: 1. (2) Reactant: [O:1]([CH2:8][CH2:9][O:10][CH2:11][C:12]1[O:16][N:15]=[C:14]([C:17]([OH:19])=O)[CH:13]=1)[C:2]1[CH:7]=[CH:6][CH:5]=[CH:4][CH:3]=1.Cl.[O:21]1[CH2:25][CH2:24][CH:23]([CH2:26][NH2:27])[CH2:22]1.C(N(CC)CC)C.ON1C2C=CC=CC=2N=N1.Cl.C(N=C=NCCCN(C)C)C. Product: [O:21]1[CH2:25][CH2:24][CH:23]([CH2:26][NH:27][C:17]([C:14]2[CH:13]=[C:12]([CH2:11][O:10][CH2:9][CH2:8][O:1][C:2]3[CH:3]=[CH:4][CH:5]=[CH:6][CH:7]=3)[O:16][N:15]=2)=[O:19])[CH2:22]1. The catalyst class is: 22. (3) Reactant: [NH2:1][C:2]1[CH:7]=[C:6]([Cl:8])[CH:5]=[CH:4][C:3]=1[O:9][C:10]1[CH:15]=[CH:14][CH:13]=[CH:12][CH:11]=1.[CH:16](O)=[O:17].CN(C(ON1N=NC2C=CC=CC1=2)=[N+](C)C)C.[B-](F)(F)(F)F.CCN(C(C)C)C(C)C.C([O-])(O)=O.[Na+]. Product: [Cl:8][C:6]1[CH:5]=[CH:4][C:3]([O:9][C:10]2[CH:15]=[CH:14][CH:13]=[CH:12][CH:11]=2)=[C:2]([NH:1][CH:16]=[O:17])[CH:7]=1. The catalyst class is: 2. (4) Reactant: [Br:1][C:2]1[CH:7]=[CH:6][CH:5]=[CH:4][C:3]=1[O:8][CH2:9][CH2:10]Cl.Cl.[F:13][CH:14]1[CH2:19][CH2:18][NH:17][CH2:16][CH2:15]1.C(=O)([O-])[O-].[K+].[K+].[I-].[K+]. The catalyst class is: 9. Product: [Br:1][C:2]1[CH:7]=[CH:6][CH:5]=[CH:4][C:3]=1[O:8][CH2:9][CH2:10][N:17]1[CH2:18][CH2:19][CH:14]([F:13])[CH2:15][CH2:16]1.